Dataset: Full USPTO retrosynthesis dataset with 1.9M reactions from patents (1976-2016). Task: Predict the reactants needed to synthesize the given product. Given the product [C:13]1([C:10]2[S:9][C:8]([CH2:7][C:6]3[CH:5]=[CH:4][C:3]([OH:2])=[CH:20][CH:19]=3)=[CH:12][CH:11]=2)[CH:14]=[CH:15][CH:16]=[CH:17][CH:18]=1, predict the reactants needed to synthesize it. The reactants are: C[O:2][C:3]1[CH:20]=[CH:19][C:6]([CH2:7][C:8]2[S:9][C:10]([C:13]3[CH:18]=[CH:17][CH:16]=[CH:15][CH:14]=3)=[CH:11][CH:12]=2)=[CH:5][CH:4]=1.B(Br)(Br)Br.